Regression. Given two drug SMILES strings and cell line genomic features, predict the synergy score measuring deviation from expected non-interaction effect. From a dataset of NCI-60 drug combinations with 297,098 pairs across 59 cell lines. (1) Drug 1: CCCCCOC(=O)NC1=NC(=O)N(C=C1F)C2C(C(C(O2)C)O)O. Drug 2: CC(C)NC(=O)C1=CC=C(C=C1)CNNC.Cl. Cell line: HOP-62. Synergy scores: CSS=-1.25, Synergy_ZIP=4.70, Synergy_Bliss=4.18, Synergy_Loewe=0.228, Synergy_HSA=-2.43. (2) Drug 1: CN1C(=O)N2C=NC(=C2N=N1)C(=O)N. Drug 2: C1CN1C2=NC(=NC(=N2)N3CC3)N4CC4. Cell line: HT29. Synergy scores: CSS=22.3, Synergy_ZIP=7.54, Synergy_Bliss=10.2, Synergy_Loewe=-20.1, Synergy_HSA=2.94. (3) Drug 1: CCC1(CC2CC(C3=C(CCN(C2)C1)C4=CC=CC=C4N3)(C5=C(C=C6C(=C5)C78CCN9C7C(C=CC9)(C(C(C8N6C=O)(C(=O)OC)O)OC(=O)C)CC)OC)C(=O)OC)O.OS(=O)(=O)O. Drug 2: CC12CCC3C(C1CCC2O)C(CC4=C3C=CC(=C4)O)CCCCCCCCCS(=O)CCCC(C(F)(F)F)(F)F. Cell line: HS 578T. Synergy scores: CSS=23.7, Synergy_ZIP=2.35, Synergy_Bliss=3.45, Synergy_Loewe=-28.7, Synergy_HSA=3.18. (4) Drug 1: C1CN1C2=NC(=NC(=N2)N3CC3)N4CC4. Drug 2: CN1C2=C(C=C(C=C2)N(CCCl)CCCl)N=C1CCCC(=O)O.Cl. Cell line: T-47D. Synergy scores: CSS=11.3, Synergy_ZIP=-1.50, Synergy_Bliss=1.56, Synergy_Loewe=-5.86, Synergy_HSA=-1.99. (5) Drug 1: CN(CC1=CN=C2C(=N1)C(=NC(=N2)N)N)C3=CC=C(C=C3)C(=O)NC(CCC(=O)O)C(=O)O. Drug 2: C1=CN(C(=O)N=C1N)C2C(C(C(O2)CO)O)O.Cl. Cell line: UACC-257. Synergy scores: CSS=12.0, Synergy_ZIP=-5.77, Synergy_Bliss=-5.69, Synergy_Loewe=-30.2, Synergy_HSA=-6.87. (6) Drug 1: C1=CC(=CC=C1CCCC(=O)O)N(CCCl)CCCl. Drug 2: C1C(C(OC1N2C=NC(=NC2=O)N)CO)O. Cell line: SK-OV-3. Synergy scores: CSS=12.1, Synergy_ZIP=-3.04, Synergy_Bliss=-1.22, Synergy_Loewe=-2.25, Synergy_HSA=-2.29. (7) Cell line: OVCAR-5. Drug 1: CC12CCC(CC1=CCC3C2CCC4(C3CC=C4C5=CN=CC=C5)C)O. Synergy scores: CSS=8.09, Synergy_ZIP=-0.976, Synergy_Bliss=2.77, Synergy_Loewe=1.32, Synergy_HSA=1.94. Drug 2: CCCCC(=O)OCC(=O)C1(CC(C2=C(C1)C(=C3C(=C2O)C(=O)C4=C(C3=O)C=CC=C4OC)O)OC5CC(C(C(O5)C)O)NC(=O)C(F)(F)F)O.